Dataset: Forward reaction prediction with 1.9M reactions from USPTO patents (1976-2016). Task: Predict the product of the given reaction. (1) Given the reactants [OH:1][CH:2]1[CH2:6][CH2:5][N:4]([C:7]2[N:12]=[C:11](O)[CH:10]=[CH:9][N:8]=2)[CH2:3]1.O=P(Cl)(Cl)[Cl:16], predict the reaction product. The product is: [Cl:16][C:11]1[CH:10]=[CH:9][N:8]=[C:7]([N:4]2[CH2:5][CH2:6][CH:2]([OH:1])[CH2:3]2)[N:12]=1. (2) Given the reactants [C@@H:1]1([N:10]2C=[N:16][C:14](N)=[N:13][C:11]2=[O:12])O[C@H](CO)[C@@H:4](O)[C@H:2]1O.C([O-])(=O)CCC.[Na+], predict the reaction product. The product is: [CH3:4][C:2]1[C:14]([NH2:16])=[N:13][C:11](=[O:12])[NH:10][CH:1]=1. (3) The product is: [CH3:1][O:2][C:3]1[CH:4]=[C:5]([CH:14]=[CH:15][C:16]([O:18][CH2:19][CH2:20][CH2:21][CH2:22][CH2:23][CH2:24][O:25][C:26](=[O:39])[C:27]2[CH:32]=[C:31]([NH2:33])[CH:30]=[C:29]([NH2:36])[CH:28]=2)=[O:17])[CH:6]=[CH:7][C:8]=1[O:9][CH2:10][CH2:11][CH2:12][CH3:13]. Given the reactants [CH3:1][O:2][C:3]1[CH:4]=[C:5]([CH:14]=[CH:15][C:16]([O:18][CH2:19][CH2:20][CH2:21][CH2:22][CH2:23][CH2:24][O:25][C:26](=[O:39])[C:27]2[CH:32]=[C:31]([N+:33]([O-])=O)[CH:30]=[C:29]([N+:36]([O-])=O)[CH:28]=2)=[O:17])[CH:6]=[CH:7][C:8]=1[O:9][CH2:10][CH2:11][CH2:12][CH3:13].[Cl-].[NH4+], predict the reaction product.